This data is from CYP2C19 inhibition data for predicting drug metabolism from PubChem BioAssay. The task is: Regression/Classification. Given a drug SMILES string, predict its absorption, distribution, metabolism, or excretion properties. Task type varies by dataset: regression for continuous measurements (e.g., permeability, clearance, half-life) or binary classification for categorical outcomes (e.g., BBB penetration, CYP inhibition). Dataset: cyp2c19_veith. (1) The compound is NS(=O)(=O)c1cc(C(=O)O)c(O)c2ccccc12. The result is 0 (non-inhibitor). (2) The compound is CC(=NCC(=O)O)c1ccccc1. The result is 0 (non-inhibitor). (3) The molecule is O=c1c(-c2cc(F)cc(F)c2)nc2cncnc2n1Cc1ccccc1. The result is 1 (inhibitor). (4) The molecule is CC(=O)N1N=C(c2cccc([N+](=O)[O-])c2)OC1c1ccc(Cl)cc1Cl. The result is 1 (inhibitor).